Task: Predict the reaction yield, written as a fraction of the theoretical maximum amount of product (1.0 means a 100% yield; for example, 0.34 means a 34% yield).. Dataset: Reaction yield outcomes from USPTO patents with 853,638 reactions The reactants are [H-].[Na+].[Cl:3][C:4]1[CH:11]=[C:10]([NH:12][C@H:13]2[CH2:17][C:16](=[O:18])[N:15]([CH3:19])[CH2:14]2)[CH:9]=[CH:8][C:5]=1[C:6]#[N:7].I[CH2:21][C:22]1[CH:27]=[CH:26][CH:25]=[CH:24][C:23]=1[CH3:28].[NH4+].[Cl-]. The catalyst is CN(C=O)C.C(OCC)C. The product is [Cl:3][C:4]1[CH:11]=[C:10]([N:12]([C@H:13]2[CH2:17][C:16](=[O:18])[N:15]([CH3:19])[CH2:14]2)[CH2:21][C:22]2[CH:27]=[CH:26][CH:25]=[CH:24][C:23]=2[CH3:28])[CH:9]=[CH:8][C:5]=1[C:6]#[N:7]. The yield is 0.760.